This data is from Reaction yield outcomes from USPTO patents with 853,638 reactions. The task is: Predict the reaction yield, written as a fraction of the theoretical maximum amount of product (1.0 means a 100% yield; for example, 0.34 means a 34% yield). (1) The reactants are C([N:3]([CH2:6][CH3:7])CC)C.[Cl:8][CH2:9][C@H:10]1[O:14][C@@H:13]([N:15]2[CH:23]=[N:22][C:21]3[C:16]2=[N:17][CH:18]=[N:19][C:20]=3Cl)[C@H:12]([OH:25])[C@@H:11]1[OH:26]. The catalyst is C(O)(C)C. The product is [OH:14][C@@H:13]1[CH2:12][CH2:11][CH2:7][C@H:6]1[NH:3][C:20]1[N:19]=[CH:18][N:17]=[C:16]2[C:21]=1[N:22]=[CH:23][N:15]2[CH:13]1[C@H:12]([OH:25])[C@H:11]([OH:26])[C@@H:10]([CH2:9][Cl:8])[O:14]1. The yield is 0.810. (2) The reactants are N(C(OC(C)(C)C)=O)=NC(OC(C)(C)C)=O.[CH2:17]([O:19][C:20]([C:22]1[NH:23][N:24]=[C:25]([CH2:27][O:28][C:29]2[CH:34]=[CH:33][CH:32]=[CH:31][CH:30]=2)[CH:26]=1)=[O:21])[CH3:18].[Br:35][CH2:36][CH2:37]O.C1(P(C2C=CC=CC=2)C2C=CC=CC=2)C=CC=CC=1. The catalyst is C1COCC1. The product is [CH2:17]([O:19][C:20]([C:22]1[N:23]([CH2:37][CH2:36][Br:35])[N:24]=[C:25]([CH2:27][O:28][C:29]2[CH:34]=[CH:33][CH:32]=[CH:31][CH:30]=2)[CH:26]=1)=[O:21])[CH3:18]. The yield is 0.710. (3) The reactants are C(N(CC)CC)C.[OH:8][C:9]1[CH:14]=[CH:13][C:12]([S:15](Cl)(=[O:17])=[O:16])=[CH:11][CH:10]=1.Cl.Cl.[NH2:21][CH2:22][CH:23]([N:28]1[CH2:33][CH2:32][N:31]([C:34]([O:36][CH2:37][C:38]2[CH:43]=[CH:42][CH:41]=[CH:40][CH:39]=2)=[O:35])[CH2:30][CH2:29]1)[C:24]([O:26][CH3:27])=[O:25].O. The catalyst is ClCCl. The product is [OH:8][C:9]1[CH:14]=[CH:13][C:12]([S:15]([NH:21][CH2:22][CH:23]([N:28]2[CH2:29][CH2:30][N:31]([C:34]([O:36][CH2:37][C:38]3[CH:43]=[CH:42][CH:41]=[CH:40][CH:39]=3)=[O:35])[CH2:32][CH2:33]2)[C:24]([O:26][CH3:27])=[O:25])(=[O:17])=[O:16])=[CH:11][CH:10]=1. The yield is 0.460. (4) The reactants are [O:1]=[C:2]1[NH:10]/[C:9](=[N:11]\[N:12]=[CH:13]/[CH2:14][CH2:15][NH:16][C:17](=[O:26])[O:18][CH2:19][C:20]2[CH:25]=[CH:24][CH:23]=[CH:22][CH:21]=2)/[N:8]([CH2:27][CH2:28][CH2:29][CH2:30][CH3:31])[C:7]2[N:6]=[CH:5][NH:4][C:3]1=2. The catalyst is C(O)(=O)C. The product is [O:1]=[C:2]1[N:10]2[C:13]([CH2:14][CH2:15][NH:16][C:17](=[O:26])[O:18][CH2:19][C:20]3[CH:25]=[CH:24][CH:23]=[CH:22][CH:21]=3)=[N:12][N:11]=[C:9]2[N:8]([CH2:27][CH2:28][CH2:29][CH2:30][CH3:31])[C:7]2[N:6]=[CH:5][NH:4][C:3]1=2. The yield is 0.540. (5) The reactants are [CH:1]1[C:7]([NH2:8])=[N:6][C:4](=[O:5])[N:3]([C@@H:9]2[O:13][C@H:12]([CH2:14][OH:15])[C@@H:11]([OH:16])[C@@H:10]2[OH:17])[CH:2]=1.[ClH:18]. The catalyst is CO. The product is [CH:1]1[C:7]([NH2:8])=[N:6][C:4](=[O:5])[N:3]([C@@H:9]2[O:13][C@H:12]([CH2:14][OH:15])[C@@H:11]([OH:16])[C@@H:10]2[OH:17])[CH:2]=1.[ClH:18]. The yield is 0.960. (6) The reactants are [Cl:1][C:2]1[C:27]([C:28]([F:31])([F:30])[F:29])=[CH:26][CH:25]=[CH:24][C:3]=1[CH2:4][N:5]([CH2:10][CH:11]([C:18]1[CH:23]=[CH:22][CH:21]=[CH:20][CH:19]=1)[C:12]1[CH:17]=[CH:16][CH:15]=[CH:14][CH:13]=1)[CH2:6][CH2:7][CH2:8][OH:9].[CH3:32][O:33][C:34](=[O:42])[C:35]1[CH:40]=[CH:39][CH:38]=[C:37](O)[CH:36]=1.C1(P(C2C=CC=CC=2)C2C=CC=CC=2)C=CC=CC=1.CC(OC(/N=N/C(OC(C)C)=O)=O)C. The catalyst is C1(C)C=CC=CC=1. The product is [ClH:1].[CH3:32][O:33][C:34](=[O:42])[C:35]1[CH:40]=[CH:39][CH:38]=[C:37]([O:9][CH2:8][CH2:7][CH2:6][N:5]([CH2:4][C:3]2[CH:24]=[CH:25][CH:26]=[C:27]([C:28]([F:29])([F:30])[F:31])[C:2]=2[Cl:1])[CH2:10][CH:11]([C:12]2[CH:17]=[CH:16][CH:15]=[CH:14][CH:13]=2)[C:18]2[CH:19]=[CH:20][CH:21]=[CH:22][CH:23]=2)[CH:36]=1. The yield is 0.320. (7) The reactants are [CH3:1][C:2]1[CH:11]=[CH:10][C:9]2[CH2:8][CH2:7][CH2:6][CH:5]([NH:12][CH2:13][CH2:14][CH2:15][CH2:16][N:17]3[C:25](=[O:26])[C:24]4[C:19](=[CH:20][CH:21]=[CH:22][CH:23]=4)[C:18]3=[O:27])[C:4]=2[N:3]=1.[C:28]([O:32][C:33]([N:35]1[C:39]2[CH:40]=[CH:41][CH:42]=[CH:43][C:38]=2[N:37]=[C:36]1[CH2:44]Cl)=[O:34])([CH3:31])([CH3:30])[CH3:29].[I-].[K+].C(N(C(C)C)CC)(C)C.C(=O)(O)[O-].[Na+]. The catalyst is CC#N. The product is [C:28]([O:32][C:33]([N:35]1[C:39]2[CH:40]=[CH:41][CH:42]=[CH:43][C:38]=2[N:37]=[C:36]1[CH2:44][N:12]([CH2:13][CH2:14][CH2:15][CH2:16][N:17]1[C:25](=[O:26])[C:24]2[C:19](=[CH:20][CH:21]=[CH:22][CH:23]=2)[C:18]1=[O:27])[CH:5]1[C:4]2[N:3]=[C:2]([CH3:1])[CH:11]=[CH:10][C:9]=2[CH2:8][CH2:7][CH2:6]1)=[O:34])([CH3:31])([CH3:30])[CH3:29]. The yield is 0.660.